Dataset: Full USPTO retrosynthesis dataset with 1.9M reactions from patents (1976-2016). Task: Predict the reactants needed to synthesize the given product. (1) Given the product [OH:3][CH2:4][CH2:5][O:6][NH:7][C:8]([C:10]1[CH:11]=[CH:12][C:13]2[N:14]([CH:25]=[N:26][CH:27]=2)[C:15]=1[NH:16][C:17]1[CH:22]=[CH:21][C:20]([I:23])=[CH:19][C:18]=1[F:24])=[O:9], predict the reactants needed to synthesize it. The reactants are: C([O:3][CH2:4][CH2:5][O:6][NH:7][C:8]([C:10]1[CH:11]=[CH:12][C:13]2[N:14]([CH:25]=[N:26][CH:27]=2)[C:15]=1[NH:16][C:17]1[CH:22]=[CH:21][C:20]([I:23])=[CH:19][C:18]=1[F:24])=[O:9])=C.Cl. (2) Given the product [ClH:1].[CH3:16][N:9]([C:10]1[CH:15]=[CH:14][CH:13]=[CH:12][CH:11]=1)[C:7]1[N:8]=[C:3]([NH2:2])[N:4]=[C:5]([C:17]2[N:21]=[C:20]([CH:22]3[CH2:26][CH2:25][NH:24][CH2:23]3)[O:19][N:18]=2)[N:6]=1, predict the reactants needed to synthesize it. The reactants are: [ClH:1].[NH2:2][C:3]1[N:8]=[C:7]([N:9]([CH3:16])[C:10]2[CH:15]=[CH:14][CH:13]=[CH:12][CH:11]=2)[N:6]=[C:5]([C:17]2[N:21]=[C:20]([CH:22]3[CH2:26][CH2:25][N:24](C(OC(C)(C)C)=O)[CH2:23]3)[O:19][N:18]=2)[N:4]=1. (3) The reactants are: [CH:1]1([CH2:4][O:5][C:6]2[CH:11]=[CH:10][C:9]([CH3:12])=[CH:8][C:7]=2[C:13]2[C:14]3[N:21]([CH2:22][O:23][CH2:24][CH2:25][Si:26]([CH3:29])([CH3:28])[CH3:27])[C:20]([CH3:30])=[C:19]([C:31]([OH:33])=O)[C:15]=3[N:16]=[CH:17][N:18]=2)[CH2:3][CH2:2]1.[NH2:34][C@@H:35]1[CH2:40][CH2:39][C@H:38]([NH:41][C:42](=[O:48])[O:43][C:44]([CH3:47])([CH3:46])[CH3:45])[CH2:37][CH2:36]1. Given the product [C:44]([O:43][C:42](=[O:48])[NH:41][C@H:38]1[CH2:37][CH2:36][C@@H:35]([NH:34][C:31]([C:19]2[C:15]3[N:16]=[CH:17][N:18]=[C:13]([C:7]4[CH:8]=[C:9]([CH3:12])[CH:10]=[CH:11][C:6]=4[O:5][CH2:4][CH:1]4[CH2:2][CH2:3]4)[C:14]=3[N:21]([CH2:22][O:23][CH2:24][CH2:25][Si:26]([CH3:27])([CH3:29])[CH3:28])[C:20]=2[CH3:30])=[O:33])[CH2:40][CH2:39]1)([CH3:47])([CH3:45])[CH3:46], predict the reactants needed to synthesize it. (4) The reactants are: Cl[C:2]1[C:11]2[C:6](=[CH:7][CH:8]=[C:9]([F:12])[CH:10]=2)[N:5]=[C:4]([CH2:13][CH3:14])[C:3]=1[C:15]1[CH:20]=[CH:19][CH:18]=[CH:17][CH:16]=1.CCN(C(C)C)C(C)C.[SH:30][CH2:31][CH2:32][OH:33]. Given the product [CH2:13]([C:4]1[C:3]([C:15]2[CH:20]=[CH:19][CH:18]=[CH:17][CH:16]=2)=[C:2]([S:30][CH2:31][CH2:32][OH:33])[C:11]2[C:6](=[CH:7][CH:8]=[C:9]([F:12])[CH:10]=2)[N:5]=1)[CH3:14], predict the reactants needed to synthesize it. (5) Given the product [Cl:1][C:2]1[C:10]([C:11]#[N:12])=[CH:9][CH:8]=[C:7]2[C:3]=1[CH:4]=[C:5]([CH:13]([F:14])[F:15])[N:6]2[CH2:34][CH2:33][O:32][C:29]1[CH:28]=[CH:27][C:26]([S:23]([CH3:22])(=[O:25])=[O:24])=[CH:31][CH:30]=1, predict the reactants needed to synthesize it. The reactants are: [Cl:1][C:2]1[C:10]([C:11]#[N:12])=[CH:9][CH:8]=[C:7]2[C:3]=1[CH:4]=[C:5]([CH:13]([F:15])[F:14])[NH:6]2.C([O-])([O-])=O.[Cs+].[Cs+].[CH3:22][S:23]([C:26]1[CH:31]=[CH:30][C:29]([O:32][CH2:33][CH2:34]Br)=[CH:28][CH:27]=1)(=[O:25])=[O:24]. (6) The reactants are: O[CH2:2][C:3]1[CH:12]=[N:11][C:10]2[N:9]3[CH2:13][CH2:14][CH2:15][C@H:8]3[C:7](=[O:16])[NH:6][C:5]=2[CH:4]=1.Cl.C([NH:20][C:21](=[O:35])[C:22]1[CH:27]=[CH:26][C:25]([N:28]2[CH2:33][CH2:32][NH:31][CH2:30][CH2:29]2)=[C:24](C)[CH:23]=1)C.[I-].C(C[P+](C)(C)C)#N.C(N(CC)C(C)C)(C)C. Given the product [O:16]=[C:7]1[NH:6][C:5]2[CH:4]=[C:3]([CH2:2][CH:29]3[CH2:30][NH:31][CH2:32][CH2:33][N:28]3[C:25]3[CH:24]=[CH:23][C:22]([C:21]([NH2:20])=[O:35])=[CH:27][CH:26]=3)[CH:12]=[N:11][C:10]=2[N:9]2[CH2:13][CH2:14][CH2:15][CH:8]12, predict the reactants needed to synthesize it. (7) Given the product [Cl:7][C:8]1[CH:16]=[C:15]([O:17][CH2:18][C@@H:19]2[CH2:24][N:23]([CH3:25])[C:22]3[CH:26]=[CH:27][CH:28]=[CH:29][C:21]=3[O:20]2)[CH:14]=[CH:13][C:9]=1[C:10]([Cl:4])=[O:11], predict the reactants needed to synthesize it. The reactants are: C(Cl)(=O)C([Cl:4])=O.[Cl:7][C:8]1[CH:16]=[C:15]([O:17][CH2:18][C@@H:19]2[CH2:24][N:23]([CH3:25])[C:22]3[CH:26]=[CH:27][CH:28]=[CH:29][C:21]=3[O:20]2)[CH:14]=[CH:13][C:9]=1[C:10](O)=[O:11].OC1C=CC(C(OC)=O)=C(Cl)C=1. (8) Given the product [CH3:21][O:20][CH:19]([O:22][CH3:23])[CH2:18][CH2:17][N:10]1[C:11]2[C:6](=[CH:5][CH:4]=[C:3]([O:2][CH3:1])[CH:12]=2)[N:7]=[CH:8][C:9]1=[O:13], predict the reactants needed to synthesize it. The reactants are: [CH3:1][O:2][C:3]1[CH:12]=[C:11]2[C:6]([N:7]=[CH:8][C:9](=[O:13])[NH:10]2)=[CH:5][CH:4]=1.[H-].[Li+].Br[CH2:17][CH2:18][CH:19]([O:22][CH3:23])[O:20][CH3:21].[I-].[Na+]. (9) The reactants are: [CH2:1]([O:8][C:9]([NH:11][CH2:12][CH:13]1[CH2:18][CH2:17][CH:16]([C:19]([OH:21])=O)[CH2:15][CH2:14]1)=[O:10])[C:2]1[CH:7]=[CH:6][CH:5]=[CH:4][CH:3]=1.CN(C(ON1N=[N:37][C:32]2[CH:33]=[CH:34][CH:35]=[CH:36][C:31]1=2)=[N+](C)C)C.[B-](F)(F)(F)F.C1C=CC2N([OH:53])N=NC=2C=1.C(N(CC)CC)C.CN([CH:64]=[O:65])C. Given the product [CH2:1]([O:8][C:9]([NH:11][CH2:12][CH:13]1[CH2:14][CH2:15][CH:16]([C:19]([NH:37][C@H:32]([C:31]([O:65][CH3:64])=[O:53])[CH2:33][CH2:34][CH2:35][CH3:36])=[O:21])[CH2:17][CH2:18]1)=[O:10])[C:2]1[CH:3]=[CH:4][CH:5]=[CH:6][CH:7]=1, predict the reactants needed to synthesize it.